From a dataset of Catalyst prediction with 721,799 reactions and 888 catalyst types from USPTO. Predict which catalyst facilitates the given reaction. Reactant: [CH3:1][O:2][C:3]1[CH:4]=[C:5]2[C:14](=[CH:15][CH:16]=1)[CH:13]=[C:12]([C:17]1[CH:22]=[CH:21][C:20]([O:23][CH3:24])=[CH:19][CH:18]=1)[CH:11]1[CH:6]2[CH2:7][CH2:8][CH2:9][CH2:10]1.C(O)C. The catalyst class is: 304. Product: [CH3:1][O:2][C:3]1[CH:4]=[C:5]2[C:14](=[CH:15][CH:16]=1)[CH2:13][CH:12]([C:17]1[CH:22]=[CH:21][C:20]([O:23][CH3:24])=[CH:19][CH:18]=1)[CH:11]1[CH:6]2[CH2:7][CH2:8][CH2:9][CH2:10]1.